This data is from Catalyst prediction with 721,799 reactions and 888 catalyst types from USPTO. The task is: Predict which catalyst facilitates the given reaction. (1) Reactant: C([O:3][C:4](=[O:23])[C:5]([CH2:20][CH:21]=[CH2:22])([S:9]([C:12]1[CH:17]=[CH:16][C:15]([O:18][CH3:19])=[CH:14][CH:13]=1)(=[O:11])=[O:10])[CH2:6][CH:7]=[CH2:8])C. Product: [CH2:20]([C:5]([S:9]([C:12]1[CH:17]=[CH:16][C:15]([O:18][CH3:19])=[CH:14][CH:13]=1)(=[O:11])=[O:10])([CH:6]=[CH:7][CH3:8])[C:4]([OH:23])=[O:3])[CH:21]=[CH2:22]. The catalyst class is: 273. (2) Reactant: [CH2:1]([O:8][C:9]1[CH:18]=[C:17]([O:19][CH2:20][C:21]2[CH:26]=[CH:25][CH:24]=[CH:23][CH:22]=2)[C:16](Br)=[CH:15][C:10]=1[C:11]([O:13][CH3:14])=[O:12])[C:2]1[CH:7]=[CH:6][CH:5]=[CH:4][CH:3]=1.[C]=[O:29].[CH2:30]([N:32]([CH2:35]C)[CH2:33][CH3:34])C.CNCC[CH2:41][CH3:42]. Product: [CH3:35][N:32]([C:30]([C:16]1[C:17]([O:19][CH2:20][C:21]2[CH:26]=[CH:25][CH:24]=[CH:23][CH:22]=2)=[CH:18][C:9]([O:8][CH2:1][C:2]2[CH:7]=[CH:6][CH:5]=[CH:4][CH:3]=2)=[C:10]([CH:15]=1)[C:11]([O:13][CH3:14])=[O:12])=[O:29])[CH2:33][CH2:34][CH2:41][CH3:42]. The catalyst class is: 1. (3) Reactant: [CH:1]([N-]C(C)C)(C)C.[Li+].[Cl:9][C:10]1[CH:15]=[CH:14][C:13]([CH:16]([C:23]2[C:31]3[C:26](=[C:27]([CH2:32][S:33][CH3:34])[CH:28]=[CH:29][CH:30]=3)[N:25]([C:35]([O:37][C:38]([CH3:41])([CH3:40])[CH3:39])=[O:36])[CH:24]=2)[CH2:17][C:18]([O:20][CH2:21][CH3:22])=[O:19])=[C:12]([F:42])[CH:11]=1.CI. Product: [Cl:9][C:10]1[CH:15]=[CH:14][C:13]([CH:16]([C:23]2[C:31]3[C:26](=[C:27]([CH2:32][S:33][CH3:34])[CH:28]=[CH:29][CH:30]=3)[N:25]([C:35]([O:37][C:38]([CH3:41])([CH3:40])[CH3:39])=[O:36])[CH:24]=2)[CH:17]([CH3:1])[C:18]([O:20][CH2:21][CH3:22])=[O:19])=[C:12]([F:42])[CH:11]=1. The catalyst class is: 217. (4) Reactant: Cl[CH2:2][CH2:3][C:4](Cl)=[O:5].Cl.[NH2:8][CH2:9][CH2:10][O:11][C:12]1[CH:13]=[CH:14][C:15]2[C:16]3[S:25][C:24]([CH2:26][CH2:27][CH3:28])=[N:23][C:17]=3[C:18]([NH2:22])=[N:19][C:20]=2[CH:21]=1.C(N(CC)CC)C.C1CCN2C(=NCCC2)CC1. Product: [NH2:22][C:18]1[C:17]2[N:23]=[C:24]([CH2:26][CH2:27][CH3:28])[S:25][C:16]=2[C:15]2[CH:14]=[CH:13][C:12]([O:11][CH2:10][CH2:9][NH:8][C:4](=[O:5])[CH:3]=[CH2:2])=[CH:21][C:20]=2[N:19]=1. The catalyst class is: 794. (5) Reactant: [CH:1]1([CH2:4][N:5]([C@@H:13]2[CH2:15][C@H:14]2[C:16]2[CH:21]=[CH:20][C:19]([C:22](=[O:30])[NH:23][C:24]3[CH:25]=[N:26][N:27]([CH3:29])[CH:28]=3)=[CH:18][CH:17]=2)C(=O)OC(C)(C)C)[CH2:3][CH2:2]1.[ClH:31].C(OCC)(=O)C. Product: [ClH:31].[ClH:31].[CH:1]1([CH2:4][NH:5][C@@H:13]2[CH2:15][C@H:14]2[C:16]2[CH:21]=[CH:20][C:19]([C:22]([NH:23][C:24]3[CH:25]=[N:26][N:27]([CH3:29])[CH:28]=3)=[O:30])=[CH:18][CH:17]=2)[CH2:3][CH2:2]1. The catalyst class is: 36. (6) Reactant: [CH2:1]([O:3][C:4](=[O:37])[CH2:5][C:6]1[CH:7]=[C:8]([C:13]2[CH:18]=[CH:17][C:16]([C:19]([F:22])([F:21])[F:20])=[CH:15][C:14]=2[CH2:23][N:24]([C:27]([O:29][CH2:30][C:31]2[CH:36]=[CH:35][CH:34]=[CH:33][CH:32]=2)=[O:28])[CH2:25][CH3:26])[C:9]([OH:12])=[CH:10][CH:11]=1)[CH3:2].C(=O)([O-])[O-].[Cs+].[Cs+].C1C=CC(N([S:51]([C:54]([F:57])([F:56])[F:55])(=[O:53])=[O:52])[S:51]([C:54]([F:57])([F:56])[F:55])(=[O:53])=[O:52])=CC=1. Product: [CH2:1]([O:3][C:4](=[O:37])[CH2:5][C:6]1[CH:7]=[C:8]([C:13]2[CH:18]=[CH:17][C:16]([C:19]([F:21])([F:22])[F:20])=[CH:15][C:14]=2[CH2:23][N:24]([C:27]([O:29][CH2:30][C:31]2[CH:36]=[CH:35][CH:34]=[CH:33][CH:32]=2)=[O:28])[CH2:25][CH3:26])[C:9]([O:12][S:51]([C:54]([F:57])([F:56])[F:55])(=[O:53])=[O:52])=[CH:10][CH:11]=1)[CH3:2]. The catalyst class is: 2.